This data is from Forward reaction prediction with 1.9M reactions from USPTO patents (1976-2016). The task is: Predict the product of the given reaction. Given the reactants [CH3:1][O:2][C:3]1[CH:30]=[CH:29][C:6]([CH2:7][CH2:8][CH:9]2[CH2:18][CH2:17][C:16]3[CH:15]=[C:14]([C@H:19]4[CH2:28][CH2:27][C@@:21]5([NH:25]C(=O)[O:23][CH2:22]5)[CH2:20]4)[CH:13]=[CH:12][C:11]=3[CH2:10]2)=[CH:5][CH:4]=1.[OH-].[Na+].[C:33]([OH:39])([C:35]([F:38])([F:37])[F:36])=[O:34], predict the reaction product. The product is: [NH2:25][C@:21]1([CH2:22][OH:23])[CH2:27][CH2:28][C@H:19]([C:14]2[CH:13]=[CH:12][C:11]3[CH2:10][CH:9]([CH2:8][CH2:7][C:6]4[CH:5]=[CH:4][C:3]([O:2][CH3:1])=[CH:30][CH:29]=4)[CH2:18][CH2:17][C:16]=3[CH:15]=2)[CH2:20]1.[C:33]([OH:39])([C:35]([F:38])([F:37])[F:36])=[O:34].